From a dataset of Forward reaction prediction with 1.9M reactions from USPTO patents (1976-2016). Predict the product of the given reaction. (1) Given the reactants [F:1][C:2]1[CH:9]=[CH:8][C:5]([CH2:6]Br)=[CH:4][CH:3]=1.C(=O)([O-])[O-].[K+].[K+].C(NC(=O)[O-])C.[OH:22][C:23]1[C:24]([Cl:36])=[CH:25][C:26]2[CH:27]([CH3:35])[CH:28]3[CH2:32][NH:31][CH2:30][CH:29]3[C:33]=2[CH:34]=1, predict the reaction product. The product is: [F:1][C:2]1[CH:9]=[CH:8][C:5]([CH2:6][O:22][C:23]2[C:24]([Cl:36])=[CH:25][C:26]3[CH:27]([CH3:35])[CH:28]4[CH2:32][NH:31][CH2:30][CH:29]4[C:33]=3[CH:34]=2)=[CH:4][CH:3]=1. (2) Given the reactants [F:1][C:2]1[CH:7]=[CH:6][C:5]([C:8]2[C:17]3[C:12](=[N:13][C:14]([C:18]([F:21])([F:20])[F:19])=[CH:15][CH:16]=3)[N:11]=[CH:10][CH:9]=2)=[CH:4][C:3]=1OS(C(F)(F)F)(=O)=O.[N:30]1[C:39]2[C:34](=[CH:35][C:36](B(O)O)=[CH:37][CH:38]=2)[CH:33]=[CH:32][CH:31]=1, predict the reaction product. The product is: [F:1][C:2]1[CH:7]=[CH:6][C:5]([C:8]2[CH:9]=[CH:10][N:11]=[C:12]3[C:17]=2[CH:16]=[CH:15][C:14]([C:18]([F:21])([F:20])[F:19])=[N:13]3)=[CH:4][C:3]=1[C:36]1[CH:35]=[C:34]2[C:39](=[CH:38][CH:37]=1)[N:30]=[CH:31][CH:32]=[CH:33]2. (3) Given the reactants Cl.[CH3:2][O:3][NH2:4].Br[CH2:6][C:7]([NH:9][C:10]1[C:27]([OH:28])=[C:26]2[C:13]([CH2:14][CH:15]3[C:24]([C:25]2=[O:29])=[C:23]([OH:30])[C:22]2([OH:31])[CH:17]([CH:18]([N:37]([CH3:39])[CH3:38])[C:19]([OH:36])=[C:20]([C:33]([NH2:35])=[O:34])[C:21]2=[O:32])[CH2:16]3)=[C:12]([N:40]([CH3:42])[CH3:41])[CH:11]=1)=[O:8], predict the reaction product. The product is: [CH3:39][N:37]([CH3:38])[C@H:18]1[C@H:17]2[C@:22]([OH:31])([C:23]([OH:30])=[C:24]3[C@H:15]([CH2:16]2)[CH2:14][C:13]2[C:26](=[C:27]([OH:28])[C:10]([NH:9][C:7](=[O:8])[CH2:6][NH:4][O:3][CH3:2])=[CH:11][C:12]=2[N:40]([CH3:41])[CH3:42])[C:25]3=[O:29])[C:21](=[O:32])[C:20]([C:33]([NH2:35])=[O:34])=[C:19]1[OH:36]. (4) The product is: [C:1]([O:5][C:6](=[O:26])[NH:7][CH:8]([C:18]1[CH:23]=[CH:22][C:21]([CH3:24])=[C:20]([Cl:25])[CH:19]=1)[C:9](=[O:10])[C:11]1[CH:16]=[CH:15][C:14]([O:17][CH:30]2[CH2:31][CH2:32][O:27][CH2:28][CH2:29]2)=[CH:13][CH:12]=1)([CH3:4])([CH3:2])[CH3:3]. Given the reactants [C:1]([O:5][C:6](=[O:26])[NH:7][CH:8]([C:18]1[CH:23]=[CH:22][C:21]([CH3:24])=[C:20]([Cl:25])[CH:19]=1)[C:9]([C:11]1[CH:16]=[CH:15][C:14]([OH:17])=[CH:13][CH:12]=1)=[O:10])([CH3:4])([CH3:3])[CH3:2].[O:27]1[CH2:32][CH2:31][CH:30](O)[CH2:29][CH2:28]1, predict the reaction product. (5) Given the reactants [NH2:1][C:2]([CH3:23])([CH3:22])[C:3]([NH:5][C:6]1[S:7][C:8]([CH3:21])=[C:9]([CH3:20])[C:10]=1[C:11](=O)[C:12]1[CH:17]=[CH:16][C:15]([Cl:18])=[CH:14][CH:13]=1)=[O:4].C(O)(=O)C, predict the reaction product. The product is: [Cl:18][C:15]1[CH:16]=[CH:17][C:12]([C:11]2[C:10]3[C:9]([CH3:20])=[C:8]([CH3:21])[S:7][C:6]=3[NH:5][C:3](=[O:4])[C:2]([CH3:23])([CH3:22])[N:1]=2)=[CH:13][CH:14]=1. (6) Given the reactants [F:1][C:2]([F:13])([F:12])[C:3]([NH:5][C:6]1[CH:11]=[CH:10][CH:9]=[CH:8][CH:7]=1)=O, predict the reaction product. The product is: [F:1][C:2]([F:12])([F:13])[CH2:3][NH:5][C:6]1[CH:11]=[CH:10][CH:9]=[CH:8][CH:7]=1. (7) Given the reactants Cl[C:2]1[C:3]([C:17]([C:19]2[CH:24]=[CH:23][CH:22]=[CH:21][C:20]=2[Cl:25])=O)=[N:4][CH:5]=[C:6]([O:8][C:9]2[CH:14]=[CH:13][C:12]([F:15])=[CH:11][C:10]=2[F:16])[N:7]=1.O.[NH2:27][NH2:28], predict the reaction product. The product is: [Cl:25][C:20]1[CH:21]=[CH:22][CH:23]=[CH:24][C:19]=1[C:17]1[C:3]2[C:2](=[N:7][C:6]([O:8][C:9]3[CH:14]=[CH:13][C:12]([F:15])=[CH:11][C:10]=3[F:16])=[CH:5][N:4]=2)[NH:28][N:27]=1.